Dataset: Full USPTO retrosynthesis dataset with 1.9M reactions from patents (1976-2016). Task: Predict the reactants needed to synthesize the given product. (1) Given the product [Cl:22][C:23]1[C:28]([CH:19]2[CH2:20][N:17]([C:10]([O:12][C:13]([CH3:16])([CH3:15])[CH3:14])=[O:11])[CH2:18]2)=[N:27][CH:26]=[CH:25][N:24]=1, predict the reactants needed to synthesize it. The reactants are: BrCCBr.C[Si](Cl)(C)C.[C:10]([N:17]1[CH2:20][CH:19](I)[CH2:18]1)([O:12][C:13]([CH3:16])([CH3:15])[CH3:14])=[O:11].[Cl:22][C:23]1[C:28](Cl)=[N:27][CH:26]=[CH:25][N:24]=1. (2) Given the product [CH3:1][O:2][C:3](=[O:26])[CH2:4][C@H:5]1[C:9]2[CH:10]=[CH:11][C:12]([O:14][C@H:15]3[C:23]4[C:18](=[C:19]([O:25][C:34]5[CH:35]=[C:36]6[C:31]([CH:30]=[N:29][N:28]6[CH3:27])=[CH:32][CH:33]=5)[CH:20]=[CH:21][C:22]=4[F:24])[CH2:17][CH2:16]3)=[CH:13][C:8]=2[O:7][CH2:6]1, predict the reactants needed to synthesize it. The reactants are: [CH3:1][O:2][C:3](=[O:26])[CH2:4][C@H:5]1[C:9]2[CH:10]=[CH:11][C:12]([O:14][C@H:15]3[C:23]4[C:18](=[C:19]([OH:25])[CH:20]=[CH:21][C:22]=4[F:24])[CH2:17][CH2:16]3)=[CH:13][C:8]=2[O:7][CH2:6]1.[CH3:27][N:28]1[C:36]2[C:31](=[CH:32][CH:33]=[C:34](B(O)O)[CH:35]=2)[CH:30]=[N:29]1. (3) Given the product [Cl:30][C:20]1[C:19]([N:11]([CH2:10][CH2:9][OH:8])[C:12](=[O:18])[CH:13]([CH3:17])[CH2:14][S:15][CH3:16])=[CH:23][N:22]([C:24]2[CH:25]=[N:26][CH:27]=[CH:28][CH:29]=2)[N:21]=1, predict the reactants needed to synthesize it. The reactants are: [Si]([O:8][CH2:9][CH2:10][N:11]([C:19]1[C:20]([Cl:30])=[N:21][N:22]([C:24]2[CH:25]=[N:26][CH:27]=[CH:28][CH:29]=2)[CH:23]=1)[C:12](=[O:18])[CH:13]([CH3:17])[CH2:14][S:15][CH3:16])(C(C)(C)C)(C)C.[F-].C([N+](CCCC)(CCCC)CCCC)CCC. (4) Given the product [Cl:30][C:26]1[CH:25]=[C:24]([C:22]2[N:23]=[C:18]([NH:17][C:14]3[CH:13]=[CH:12][C:11]([CH2:10][CH:3]([CH2:4][OH:5])[C:2]([NH2:1])=[O:34])=[CH:16][CH:15]=3)[C:19]3[CH2:33][CH2:32][CH2:31][C:20]=3[N:21]=2)[CH:29]=[CH:28][CH:27]=1, predict the reactants needed to synthesize it. The reactants are: [NH2:1][C:2](=[O:34])[CH:3]([CH2:10][C:11]1[CH:16]=[CH:15][C:14]([NH:17][C:18]2[C:19]3[CH2:33][CH2:32][CH2:31][C:20]=3[N:21]=[C:22]([C:24]3[CH:29]=[CH:28][CH:27]=[C:26]([Cl:30])[CH:25]=3)[N:23]=2)=[CH:13][CH:12]=1)[C:4](OC(C)C)=[O:5].[H-].[Al+3].[Li+].[H-].[H-].[H-]. (5) Given the product [CH2:1]([O:8][C:9]1[C:10]2[N:11]([C:15]([C:30]3[CH:31]=[CH:32][N:33]=[C:28]([S:27][CH3:26])[N:29]=3)=[C:16]([C:18]3[CH:23]=[CH:22][C:21]([F:24])=[CH:20][CH:19]=3)[N:17]=2)[CH:12]=[CH:13][CH:14]=1)[C:2]1[CH:7]=[CH:6][CH:5]=[CH:4][CH:3]=1, predict the reactants needed to synthesize it. The reactants are: [CH2:1]([O:8][C:9]1[C:10]2[N:11]([C:15](I)=[C:16]([C:18]3[CH:23]=[CH:22][C:21]([F:24])=[CH:20][CH:19]=3)[N:17]=2)[CH:12]=[CH:13][CH:14]=1)[C:2]1[CH:7]=[CH:6][CH:5]=[CH:4][CH:3]=1.[CH3:26][S:27][C:28]1[N:33]=[C:32]([Sn](CCCC)(CCCC)CCCC)[CH:31]=[CH:30][N:29]=1.[F-].[K+]. (6) Given the product [Br-:1].[O:4]=[C:3]([C:5]1[CH:10]=[CH:9][C:8]([CH3:11])=[CH:7][CH:6]=1)[CH2:2][S+:12]1[CH2:16][CH2:15][CH2:14][CH2:13]1, predict the reactants needed to synthesize it. The reactants are: [Br:1][CH2:2][C:3]([C:5]1[CH:10]=[CH:9][C:8]([CH3:11])=[CH:7][CH:6]=1)=[O:4].[S:12]1[CH2:16][CH2:15][CH2:14][CH2:13]1. (7) Given the product [CH3:28][O:27][C:20]1[C:19]([NH:18][C:2]2[CH:7]=[C:6]([C:8]([F:11])([F:10])[F:9])[N:5]=[C:4]([C:12]3[CH:13]=[N:14][CH:15]=[CH:16][CH:17]=3)[N:3]=2)=[CH:24][CH:23]=[C:22]([O:25][CH3:26])[N:21]=1, predict the reactants needed to synthesize it. The reactants are: Cl[C:2]1[CH:7]=[C:6]([C:8]([F:11])([F:10])[F:9])[N:5]=[C:4]([C:12]2[CH:13]=[N:14][CH:15]=[CH:16][CH:17]=2)[N:3]=1.[NH2:18][C:19]1[C:20]([O:27][CH3:28])=[N:21][C:22]([O:25][CH3:26])=[CH:23][CH:24]=1. (8) Given the product [OH:16][C:8]1[CH:7]=[CH:6][C:5]([C@@H:3]([OH:4])[CH2:2][NH:35][C@@H:32]([C:29]2[CH:30]=[CH:31][CH:26]=[CH:27][CH:28]=2)[CH2:33][OH:34])=[CH:10][C:9]=1[NH:11][S:12]([CH3:15])(=[O:14])=[O:13], predict the reactants needed to synthesize it. The reactants are: Br[CH2:2][C:3]([C:5]1[CH:6]=[CH:7][C:8]([OH:16])=[C:9]([NH:11][S:12]([CH3:15])(=[O:14])=[O:13])[CH:10]=1)=[O:4].CCN(C(C)C)C(C)C.[CH:26]1[CH:31]=[CH:30][C:29]([C@H:32]([NH2:35])[CH2:33][OH:34])=[CH:28][CH:27]=1. (9) The reactants are: [Cl:1][C:2]1[CH:7]=[C:6]([OH:8])[CH:5]=[CH:4][C:3]=1[C:9]1[N:13]=[C:12]([C:14]2[CH:15]=[CH:16][C:17]([O:22][CH:23]([CH3:25])[CH3:24])=[C:18]([CH:21]=2)[C:19]#[N:20])[O:11][N:10]=1.Br[CH2:27][CH2:28][CH2:29][C:30]([O:32][CH2:33][CH3:34])=[O:31].C(=O)([O-])[O-].[K+].[K+]. Given the product [Cl:1][C:2]1[CH:7]=[C:6]([O:8][CH2:27][CH2:28][CH2:29][C:30]([O:32][CH2:33][CH3:34])=[O:31])[CH:5]=[CH:4][C:3]=1[C:9]1[N:13]=[C:12]([C:14]2[CH:15]=[CH:16][C:17]([O:22][CH:23]([CH3:25])[CH3:24])=[C:18]([C:19]#[N:20])[CH:21]=2)[O:11][N:10]=1, predict the reactants needed to synthesize it.